The task is: Predict which catalyst facilitates the given reaction.. This data is from Catalyst prediction with 721,799 reactions and 888 catalyst types from USPTO. (1) Reactant: [NH2:1][C:2]1[N:6]([C:7]2[CH:8]=[C:9]([CH:12]=[CH:13][CH:14]=2)[C:10]#[N:11])[N:5]=[C:4]([CH2:15][CH3:16])[CH:3]=1.[C:17](Cl)([O:19][CH2:20][C:21]([Cl:24])([Cl:23])[Cl:22])=[O:18].[OH-].[Na+].C([O-])(O)=O.[Na+]. Product: [C:10]([C:9]1[CH:8]=[C:7]([N:6]2[C:2]([NH:1][C:17](=[O:18])[O:19][CH2:20][C:21]([Cl:24])([Cl:23])[Cl:22])=[CH:3][C:4]([CH2:15][CH3:16])=[N:5]2)[CH:14]=[CH:13][CH:12]=1)#[N:11]. The catalyst class is: 25. (2) Reactant: [CH3:1][C:2]1[CH:6]=[C:5]([CH3:7])[NH:4][N:3]=1.C([O-])([O-])=O.[K+].[K+].N[C@@H]1CCCC[C@H]1N.Br[C:23]1[CH:31]=[C:30]2[C:26]([CH2:27][CH2:28][CH:29]2[N:32]([CH3:34])[CH3:33])=[CH:25][CH:24]=1.C1(N)C(F)=C(F)C(F)=C(N)C=1F.[ClH:47].Cl. Product: [ClH:47].[ClH:47].[CH3:1][C:2]1[CH:6]=[C:5]([CH3:7])[N:4]([C:23]2[CH:31]=[C:30]3[C:26]([CH2:27][CH2:28][CH:29]3[N:32]([CH3:34])[CH3:33])=[CH:25][CH:24]=2)[N:3]=1. The catalyst class is: 3. (3) Reactant: [OH-].[Li+].[Cl:3][C:4]1[C:9]([C:10]2[C:15]([F:16])=[CH:14][C:13]([F:17])=[CH:12][C:11]=2[F:18])=[C:8]([N:19]([CH2:22][CH:23]2[CH2:25][CH2:24]2)[O:20][CH3:21])[N:7]=[C:6]([C:26]#[N:27])[N:5]=1.Cl.[CH3:29][O:30][NH2:31]. Product: [CH3:29][O:30][NH:31][C:26]([C:6]1[N:5]=[C:4]([Cl:3])[C:9]([C:10]2[C:15]([F:16])=[CH:14][C:13]([F:17])=[CH:12][C:11]=2[F:18])=[C:8]([N:19]([CH2:22][CH:23]2[CH2:25][CH2:24]2)[O:20][CH3:21])[N:7]=1)=[NH:27]. The catalyst class is: 5. (4) Reactant: [C:1]([C:3](=[C:8]([NH:11][C:12]1[CH:17]=[CH:16][CH:15]=[C:14]([F:18])[CH:13]=1)SC)[C:4]([O:6]C)=O)#[N:2].Cl.[CH:20]1([CH2:25][C:26]([NH2:28])=[NH:27])[CH2:24][CH2:23][CH2:22][CH2:21]1.C(=O)([O-])[O-].[K+].[K+]. Product: [CH:20]1([CH2:25][C:26]2[NH:28][C:4](=[O:6])[C:3]([C:1]#[N:2])=[C:8]([NH:11][C:12]3[CH:17]=[CH:16][CH:15]=[C:14]([F:18])[CH:13]=3)[N:27]=2)[CH2:24][CH2:23][CH2:22][CH2:21]1. The catalyst class is: 3. (5) Product: [CH3:24][C:21]1[CH:22]=[CH:23][C:18]2[N:14]([C:12]([CH:11]([C:7]3[CH:6]=[C:5]4[C:10](=[CH:9][CH:8]=3)[N:1]=[CH:2][CH:3]=[CH:4]4)[CH3:16])=[N:20][N:19]=2)[N:15]=1. Reactant: [N:1]1[C:10]2[C:5](=[CH:6][C:7]([CH:11]([CH3:16])[C:12]([NH:14][NH2:15])=O)=[CH:8][CH:9]=2)[CH:4]=[CH:3][CH:2]=1.Cl[C:18]1[N:19]=[N:20][C:21]([CH3:24])=[CH:22][CH:23]=1. The catalyst class is: 51.